The task is: Predict the reactants needed to synthesize the given product.. This data is from Full USPTO retrosynthesis dataset with 1.9M reactions from patents (1976-2016). (1) Given the product [S:11]([C:23]1[C:24]([C:25]([OH:27])=[O:26])=[CH:28][C:29]([Cl:32])=[CH:30][CH:31]=1)[C:5]1[C:6]([C:7]([OH:9])=[O:8])=[CH:10][C:2]([Cl:1])=[CH:3][CH:4]=1, predict the reactants needed to synthesize it. The reactants are: [Cl:1][C:2]1[CH:3]=[CH:4][C:5]([SH:11])=[C:6]([CH:10]=1)[C:7]([OH:9])=[O:8].SC1C=CC=CC=1C(O)=O.Br[C:23]1[CH:31]=[CH:30][C:29]([Cl:32])=[CH:28][C:24]=1[C:25]([OH:27])=[O:26]. (2) Given the product [CH3:20][N:21]([CH:23]=[N:16][C:5]1[CH:6]=[C:7]([O:13][CH2:14][CH3:15])[C:8]([N+:10]([O-:12])=[O:11])=[CH:9][C:4]=1[C:3]([O:2][CH3:1])=[O:17])[CH3:22], predict the reactants needed to synthesize it. The reactants are: [CH3:1][O:2][C:3](=[O:17])[C:4]1[CH:9]=[C:8]([N+:10]([O-:12])=[O:11])[C:7]([O:13][CH2:14][CH3:15])=[CH:6][C:5]=1[NH2:16].CO[CH:20](OC)[N:21]([CH3:23])[CH3:22].